Dataset: Forward reaction prediction with 1.9M reactions from USPTO patents (1976-2016). Task: Predict the product of the given reaction. Given the reactants ClC1C=CC(C2NC(C3C=CC([O:19]C)=CC=3OCC)=NC2CCC)=CC=1.[Cl:27][C:28]1[CH:33]=[CH:32][C:31]([CH:34]2[N:38]([C:39]([N:41]3[CH2:46][CH2:45][N:44](C)[CH2:43][CH2:42]3)=[O:40])[C:37]([C:48]3[CH:53]=[CH:52][C:51]([O:54][CH3:55])=[CH:50][C:49]=3[O:56][CH2:57][CH3:58])=[N:36][CH:35]2[CH2:59][CH:60]2CCC[CH2:61]2)=[CH:30][CH:29]=1, predict the reaction product. The product is: [Cl:27][C:28]1[CH:33]=[CH:32][C:31]([CH:34]2[N:38]([C:39]([N:41]3[CH2:46][CH2:45][NH:44][C:43](=[O:19])[CH2:42]3)=[O:40])[C:37]([C:48]3[CH:53]=[CH:52][C:51]([O:54][CH3:55])=[CH:50][C:49]=3[O:56][CH2:57][CH3:58])=[N:36][CH:35]2[CH2:59][CH2:60][CH3:61])=[CH:30][CH:29]=1.